This data is from Peptide-MHC class I binding affinity with 185,985 pairs from IEDB/IMGT. The task is: Regression. Given a peptide amino acid sequence and an MHC pseudo amino acid sequence, predict their binding affinity value. This is MHC class I binding data. (1) The peptide sequence is FPFWYAAAF. The binding affinity (normalized) is 0.930. The MHC is Mamu-A2201 with pseudo-sequence Mamu-A2201. (2) The peptide sequence is RMFKRVFNM. The MHC is HLA-B83:01 with pseudo-sequence HLA-B83:01. The binding affinity (normalized) is 0.213. (3) The MHC is HLA-A11:01 with pseudo-sequence HLA-A11:01. The peptide sequence is VWAPLILAYFPVF. The binding affinity (normalized) is 0. (4) The peptide sequence is KEQYCALSPG. The MHC is HLA-B40:01 with pseudo-sequence HLA-B40:01. The binding affinity (normalized) is 0.219. (5) The peptide sequence is KVTAASPML. The MHC is HLA-B07:02 with pseudo-sequence HLA-B07:02. The binding affinity (normalized) is 0.00738. (6) The peptide sequence is CPTLKKGFL. The MHC is HLA-B39:01 with pseudo-sequence HLA-B39:01. The binding affinity (normalized) is 0.0847.